Dataset: Peptide-MHC class I binding affinity with 185,985 pairs from IEDB/IMGT. Task: Regression. Given a peptide amino acid sequence and an MHC pseudo amino acid sequence, predict their binding affinity value. This is MHC class I binding data. (1) The peptide sequence is TPINIFGRN. The MHC is Mamu-A2201 with pseudo-sequence Mamu-A2201. The binding affinity (normalized) is 0. (2) The peptide sequence is VPWQEKTAS. The MHC is HLA-B08:01 with pseudo-sequence HLA-B08:01. The binding affinity (normalized) is 0.0847.